Dataset: Forward reaction prediction with 1.9M reactions from USPTO patents (1976-2016). Task: Predict the product of the given reaction. (1) Given the reactants Cl[C:2]1[C:7]([C:8]#[N:9])=[C:6]([C:10]2[CH:15]=[CH:14][C:13]([O:16][C:17]3[CH:22]=[CH:21][CH:20]=[CH:19][CH:18]=3)=[CH:12][CH:11]=2)[N:5]=[C:4]([CH:23]2[CH2:28][CH2:27][N:26]([C:29]([O:31][CH2:32][C:33]3[CH:38]=[CH:37][CH:36]=[CH:35][CH:34]=3)=[O:30])[CH2:25][CH2:24]2)[CH:3]=1.O.[NH2:40][NH2:41], predict the reaction product. The product is: [NH2:9][C:8]1[C:7]2[C:6]([C:10]3[CH:15]=[CH:14][C:13]([O:16][C:17]4[CH:22]=[CH:21][CH:20]=[CH:19][CH:18]=4)=[CH:12][CH:11]=3)=[N:5][C:4]([CH:23]3[CH2:28][CH2:27][N:26]([C:29]([O:31][CH2:32][C:33]4[CH:38]=[CH:37][CH:36]=[CH:35][CH:34]=4)=[O:30])[CH2:25][CH2:24]3)=[CH:3][C:2]=2[NH:41][N:40]=1. (2) Given the reactants ClC1C=CC(CO[C:10]2[CH:15]=[CH:14][N:13]([C:16]3[CH:17]=[N:18][C:19](F)=[CH:20][CH:21]=3)[C:12](=[O:23])[CH:11]=2)=NC=1.C(OC(N1CC[C@@H](N)C1)=O)(C)(C)C.C([O-])([O-])=O.[K+].[K+], predict the reaction product. The product is: [N:13]1([C:16]2[CH:17]=[N:18][CH:19]=[CH:20][CH:21]=2)[CH:14]=[CH:15][CH:10]=[CH:11][C:12]1=[O:23]. (3) Given the reactants C(OC([N:8]1[CH2:13][CH2:12][N:11]([C:14]2[CH:15]=[N:16][C:17]([NH:20][C:21]3[N:22]=[CH:23][C:24]4[CH:30]=[C:29]([CH2:31][O:32][CH2:33][CH2:34][O:35][CH3:36])[C:28](=[O:37])[N:27]([CH:38]5[CH2:42][CH2:41][CH2:40][CH2:39]5)[C:25]=4[N:26]=3)=[CH:18][CH:19]=2)[CH2:10][CH2:9]1)=O)(C)(C)C.[ClH:43], predict the reaction product. The product is: [ClH:43].[CH:38]1([N:27]2[C:25]3[N:26]=[C:21]([NH:20][C:17]4[CH:18]=[CH:19][C:14]([N:11]5[CH2:10][CH2:9][NH:8][CH2:13][CH2:12]5)=[CH:15][N:16]=4)[N:22]=[CH:23][C:24]=3[CH:30]=[C:29]([CH2:31][O:32][CH2:33][CH2:34][O:35][CH3:36])[C:28]2=[O:37])[CH2:39][CH2:40][CH2:41][CH2:42]1. (4) Given the reactants [OH:1][CH2:2][C:3]([NH:24]C(=O)C)([CH2:22][OH:23])[CH:4]1[CH2:13][CH2:12][C:11]2[C:6](=[CH:7][CH:8]=[C:9]([CH2:14][CH2:15][CH2:16][CH2:17][CH2:18][CH2:19][CH2:20][CH3:21])[CH:10]=2)[CH2:5]1.O[Li].O, predict the reaction product. The product is: [NH2:24][C:3]([CH:4]1[CH2:13][CH2:12][C:11]2[C:6](=[CH:7][CH:8]=[C:9]([CH2:14][CH2:15][CH2:16][CH2:17][CH2:18][CH2:19][CH2:20][CH3:21])[CH:10]=2)[CH2:5]1)([CH2:22][OH:23])[CH2:2][OH:1].